This data is from Reaction yield outcomes from USPTO patents with 853,638 reactions. The task is: Predict the reaction yield, written as a fraction of the theoretical maximum amount of product (1.0 means a 100% yield; for example, 0.34 means a 34% yield). No catalyst specified. The reactants are [NH2:1][C:2]1[C:11]2[C:6](=[C:7](I)[CH:8]=[CH:9][CH:10]=2)[N:5]=[N:4][C:3]=1[C:13]([NH:15][CH2:16][CH2:17][CH3:18])=[O:14].[CH3:19][C:20]1[CH:25]=[CH:24][C:23]([Sn](C)(C)C)=[CH:22][N:21]=1. The yield is 0.760. The product is [NH2:1][C:2]1[C:11]2[C:6](=[C:7]([C:23]3[CH:22]=[N:21][C:20]([CH3:19])=[CH:25][CH:24]=3)[CH:8]=[CH:9][CH:10]=2)[N:5]=[N:4][C:3]=1[C:13]([NH:15][CH2:16][CH2:17][CH3:18])=[O:14].